From a dataset of Reaction yield outcomes from USPTO patents with 853,638 reactions. Predict the reaction yield, written as a fraction of the theoretical maximum amount of product (1.0 means a 100% yield; for example, 0.34 means a 34% yield). (1) The reactants are [CH3:1][C:2]1([CH3:29])[C:10]2[C:5](=[N:6][CH:7]=[CH:8][CH:9]=2)[N:4]([C@H:11]2[CH2:14][C@H:13]([NH:15][C:16]3[CH:21]=[CH:20][C:19]([C:22]4([CH3:27])OCC[O:23]4)=[CH:18][N:17]=3)[CH2:12]2)[C:3]1=[O:28].Cl. The catalyst is O1CCOCC1. The product is [C:22]([C:19]1[CH:20]=[CH:21][C:16]([NH:15][C@H:13]2[CH2:12][C@H:11]([N:4]3[C:5]4=[N:6][CH:7]=[CH:8][CH:9]=[C:10]4[C:2]([CH3:29])([CH3:1])[C:3]3=[O:28])[CH2:14]2)=[N:17][CH:18]=1)(=[O:23])[CH3:27]. The yield is 0.497. (2) The reactants are CON(C)[C:4]([CH:6]1[CH2:10][CH2:9][CH2:8][CH:7]1[C:11]1[CH:16]=[C:15]([O:17][CH2:18][O:19][CH3:20])[CH:14]=[C:13]([C:21]([CH3:29])([CH3:28])[O:22][SiH2:23][C:24]([CH3:27])([CH3:26])[CH3:25])[C:12]=1[O:30][CH2:31][O:32][CH3:33])=[O:5].Br[C:36]1[CH:41]=[CH:40][C:39]([O:42][CH2:43][O:44][CH3:45])=[CH:38][CH:37]=1. No catalyst specified. The product is [C:24]([SiH2:23][O:22][C:21]([CH3:29])([CH3:28])[C:13]1[C:12]([O:30][CH2:31][O:32][CH3:33])=[C:11]([CH:7]2[CH2:8][CH2:9][CH2:10][CH:6]2[C:4]([C:36]2[CH:41]=[CH:40][C:39]([O:42][CH2:43][O:44][CH3:45])=[CH:38][CH:37]=2)=[O:5])[CH:16]=[C:15]([O:17][CH2:18][O:19][CH3:20])[CH:14]=1)([CH3:25])([CH3:27])[CH3:26]. The yield is 0.760. (3) The reactants are Cl[CH2:2][C:3]([NH:5][C:6]1[CH:11]=[CH:10][C:9]([C:12]([F:15])([F:14])[F:13])=[CH:8][CH:7]=1)=[O:4].C(NC(C)C)(C)C.[N:23]1([C:29]2[N:36]=[CH:35][CH:34]=[CH:33][C:30]=2[C:31]#[N:32])[CH2:28][CH2:27][NH:26][CH2:25][CH2:24]1. The catalyst is C1(C)C=CC=CC=1. The product is [C:31]([C:30]1[C:29]([N:23]2[CH2:24][CH2:25][N:26]([CH2:2][C:3]([NH:5][C:6]3[CH:11]=[CH:10][C:9]([C:12]([F:15])([F:14])[F:13])=[CH:8][CH:7]=3)=[O:4])[CH2:27][CH2:28]2)=[N:36][CH:35]=[CH:34][CH:33]=1)#[N:32]. The yield is 0.780. (4) The reactants are [Br:1][C:2]1[CH:7]=[CH:6][C:5]([CH2:8][OH:9])=[C:4]([CH2:10][CH3:11])[CH:3]=1.[H-].[Na+].[CH3:14]I. The catalyst is CN(C=O)C. The product is [Br:1][C:2]1[CH:7]=[CH:6][C:5]([CH2:8][O:9][CH3:14])=[C:4]([CH2:10][CH3:11])[CH:3]=1. The yield is 0.690. (5) The product is [NH2:1][C:2]1[N:7]2[CH:8]=[CH:9][N:10]=[C:6]2[C:5]([C:11]([NH:42][CH2:41][CH:38]2[CH2:39][CH2:40][N:35]([CH2:31][CH2:32][CH2:33][CH3:34])[CH2:36][CH2:37]2)=[O:13])=[CH:4][C:3]=1[Cl:16]. The reactants are [NH2:1][C:2]1[N:7]2[CH:8]=[CH:9][N:10]=[C:6]2[C:5]([C:11]([O:13]CC)=O)=[CH:4][C:3]=1[Cl:16].C(N1C=CN=C1)(N1C=CN=C1)=O.Cl.Cl.[CH2:31]([N:35]1[CH2:40][CH2:39][CH:38]([CH2:41][NH2:42])[CH2:37][CH2:36]1)[CH2:32][CH2:33][CH3:34].C(N(CC)CC)C. The yield is 0.400. The catalyst is CN(C)C=O.ClCCl. (6) The reactants are [CH3:1][C:2]1[NH:3][C:4](=[O:21])[CH2:5][CH:6]([C:11]2[CH:20]=[CH:19][C:18]3[C:13](=[CH:14][CH:15]=[CH:16][CH:17]=3)[CH:12]=2)[C:7]=1[C:8](O)=[O:9].[NH2:22][C:23]1[CH:24]=[C:25]2[C:29](=[CH:30][CH:31]=1)[NH:28][N:27]=[C:26]2[CH2:32][CH3:33].C(Cl)CCl.CCN(CC)CC. The catalyst is CN(C=O)C.CCOC(C)=O.Cl. The product is [CH2:32]([C:26]1[C:25]2[C:29](=[CH:30][CH:31]=[C:23]([NH:22][C:8]([C:7]3[CH:6]([C:11]4[CH:20]=[CH:19][C:18]5[C:13](=[CH:14][CH:15]=[CH:16][CH:17]=5)[CH:12]=4)[CH2:5][C:4](=[O:21])[NH:3][C:2]=3[CH3:1])=[O:9])[CH:24]=2)[NH:28][N:27]=1)[CH3:33]. The yield is 0.220.